This data is from Catalyst prediction with 721,799 reactions and 888 catalyst types from USPTO. The task is: Predict which catalyst facilitates the given reaction. Reactant: Cl[C:2]1[CH:7]=[C:6]([C:8]#[N:9])[CH:5]=[C:4]([N:10]2[CH2:15][CH2:14][O:13][CH2:12][CH2:11]2)[N:3]=1.[F:16][C:17]([F:28])([F:27])[C:18]1[CH:23]=[CH:22][C:21](B(O)O)=[CH:20][CH:19]=1.C(=O)([O-])[O-].[Cs+].[Cs+].CC(C1C=C(C(C)C)C(C2C=CC=CC=2P(C2CCCCC2)C2CCCCC2)=C(C(C)C)C=1)C. Product: [O:13]1[CH2:14][CH2:15][N:10]([C:4]2[CH:5]=[C:6]([C:8]#[N:9])[CH:7]=[C:2]([C:21]3[CH:22]=[CH:23][C:18]([C:17]([F:28])([F:27])[F:16])=[CH:19][CH:20]=3)[N:3]=2)[CH2:11][CH2:12]1. The catalyst class is: 584.